Dataset: Catalyst prediction with 721,799 reactions and 888 catalyst types from USPTO. Task: Predict which catalyst facilitates the given reaction. (1) Reactant: C(O[CH:5]1[C:14]2[C:9](=[CH:10][C:11]([O:15][CH3:16])=[CH:12][CH:13]=2)[CH:8]([CH2:17][CH2:18][NH:19][C:20](=[O:22])[CH3:21])[CH2:7][CH2:6]1)(=O)C.[OH-].[Na+].Cl. Product: [CH3:16][O:15][C:11]1[CH:10]=[C:9]2[C:14]([CH:5]=[CH:6][CH2:7][CH:8]2[CH2:17][CH2:18][NH:19][C:20](=[O:22])[CH3:21])=[CH:13][CH:12]=1. The catalyst class is: 24. (2) Reactant: [OH:1][C:2]1[C:14]2[C:13]3[C:8](=[CH:9][CH:10]=[CH:11][CH:12]=3)[NH:7][C:6]=2[CH:5]=[CH:4][CH:3]=1.C([O-])([O-])=O.[K+].[K+].[CH2:21]([C@@H:23]1[O:25][CH2:24]1)Cl. Product: [O:25]1[CH2:24][C@H:23]1[CH2:21][O:1][C:2]1[C:14]2[C:13]3[C:8](=[CH:9][CH:10]=[CH:11][CH:12]=3)[NH:7][C:6]=2[CH:5]=[CH:4][CH:3]=1. The catalyst class is: 41.